Dataset: Catalyst prediction with 721,799 reactions and 888 catalyst types from USPTO. Task: Predict which catalyst facilitates the given reaction. (1) The catalyst class is: 19. Product: [NH2:1][C:2]1[CH:11]=[CH:10][C:9]2[C:4](=[C:5]([S:13]([NH:16][C:17]3[CH:25]=[CH:24][C:20]([C:21]([OH:23])=[O:22])=[CH:19][CH:18]=3)(=[O:15])=[O:14])[CH:6]=[CH:7][CH:8]=2)[N:3]=1. Reactant: [NH2:1][C:2]1[CH:11]=[CH:10][C:9]2[C:4](=[C:5]([S:13]([NH:16][C:17]3[CH:25]=[CH:24][C:20]([C:21]([OH:23])=[O:22])=[CH:19][CH:18]=3)(=[O:15])=[O:14])[CH:6]=[C:7](Cl)[CH:8]=2)[N:3]=1. (2) Reactant: [F:1][C:2]1[CH:7]=[CH:6][C:5]([C:8]2[C:9]([NH:14][CH3:15])=[CH:10][N:11]=[N:12][CH:13]=2)=[C:4]([O:16][CH3:17])[CH:3]=1.[CH3:18][S:19]([C:22]1[CH:23]=[C:24]([CH:28]=[C:29]([C:31]([F:34])([F:33])[F:32])[CH:30]=1)[C:25](Cl)=[O:26])(=[O:21])=[O:20].C(N(CC)C(C)C)(C)C.[Cl-].[NH4+]. Product: [F:1][C:2]1[CH:7]=[CH:6][C:5]([C:8]2[C:9]([N:14]([CH3:15])[C:25](=[O:26])[C:24]3[CH:28]=[C:29]([C:31]([F:34])([F:33])[F:32])[CH:30]=[C:22]([S:19]([CH3:18])(=[O:21])=[O:20])[CH:23]=3)=[CH:10][N:11]=[N:12][CH:13]=2)=[C:4]([O:16][CH3:17])[CH:3]=1. The catalyst class is: 4. (3) Reactant: [C:1]([C:4]1[CH:9]=[C:8]([I:10])[CH:7]=[CH:6][C:5]=1[NH:11]C(=O)OC(C)(C)C)(=[O:3])[CH3:2].FC(F)(F)C(O)=O. The catalyst class is: 4. Product: [NH2:11][C:5]1[CH:6]=[CH:7][C:8]([I:10])=[CH:9][C:4]=1[C:1](=[O:3])[CH3:2]. (4) Reactant: [CH3:1][C:2]1[N:6]=[C:5]([NH2:7])[S:4][N:3]=1.N1C=CC=CC=1.Cl[C:15]([O:17][CH2:18][C:19]([Cl:22])([Cl:21])[Cl:20])=[O:16].O. Product: [CH3:1][C:2]1[N:6]=[C:5]([NH:7][C:15](=[O:16])[O:17][CH2:18][C:19]([Cl:22])([Cl:21])[Cl:20])[S:4][N:3]=1. The catalyst class is: 7.